From a dataset of NCI-60 drug combinations with 297,098 pairs across 59 cell lines. Regression. Given two drug SMILES strings and cell line genomic features, predict the synergy score measuring deviation from expected non-interaction effect. (1) Drug 1: C1C(C(OC1N2C=C(C(=O)NC2=O)F)CO)O. Drug 2: CC=C1C(=O)NC(C(=O)OC2CC(=O)NC(C(=O)NC(CSSCCC=C2)C(=O)N1)C(C)C)C(C)C. Cell line: T-47D. Synergy scores: CSS=22.7, Synergy_ZIP=-6.58, Synergy_Bliss=-7.03, Synergy_Loewe=-18.1, Synergy_HSA=-5.18. (2) Drug 1: CCN(CC)CCNC(=O)C1=C(NC(=C1C)C=C2C3=C(C=CC(=C3)F)NC2=O)C. Drug 2: CN(CC1=CN=C2C(=N1)C(=NC(=N2)N)N)C3=CC=C(C=C3)C(=O)NC(CCC(=O)O)C(=O)O. Cell line: HS 578T. Synergy scores: CSS=24.7, Synergy_ZIP=-3.55, Synergy_Bliss=-1.62, Synergy_Loewe=-29.5, Synergy_HSA=-0.00435. (3) Synergy scores: CSS=-1.47, Synergy_ZIP=-0.0377, Synergy_Bliss=-0.681, Synergy_Loewe=-1.30, Synergy_HSA=-2.00. Cell line: KM12. Drug 1: COC1=NC(=NC2=C1N=CN2C3C(C(C(O3)CO)O)O)N. Drug 2: C1CNP(=O)(OC1)N(CCCl)CCCl. (4) Drug 1: CN1CCC(CC1)COC2=C(C=C3C(=C2)N=CN=C3NC4=C(C=C(C=C4)Br)F)OC. Drug 2: CN1C2=C(C=C(C=C2)N(CCCl)CCCl)N=C1CCCC(=O)O.Cl. Cell line: HL-60(TB). Synergy scores: CSS=12.4, Synergy_ZIP=9.26, Synergy_Bliss=14.2, Synergy_Loewe=5.78, Synergy_HSA=7.28. (5) Drug 1: CC1=C(C=C(C=C1)C(=O)NC2=CC(=CC(=C2)C(F)(F)F)N3C=C(N=C3)C)NC4=NC=CC(=N4)C5=CN=CC=C5. Drug 2: CC1=C2C(C(=O)C3(C(CC4C(C3C(C(C2(C)C)(CC1OC(=O)C(C(C5=CC=CC=C5)NC(=O)OC(C)(C)C)O)O)OC(=O)C6=CC=CC=C6)(CO4)OC(=O)C)O)C)O. Cell line: U251. Synergy scores: CSS=7.58, Synergy_ZIP=9.23, Synergy_Bliss=11.4, Synergy_Loewe=10.5, Synergy_HSA=11.2. (6) Drug 1: C1=C(C(=O)NC(=O)N1)F. Drug 2: C1CNP(=O)(OC1)N(CCCl)CCCl. Cell line: CAKI-1. Synergy scores: CSS=34.7, Synergy_ZIP=13.5, Synergy_Bliss=14.7, Synergy_Loewe=0.814, Synergy_HSA=10.9. (7) Drug 2: CC1=C(C(=O)C2=C(C1=O)N3CC4C(C3(C2COC(=O)N)OC)N4)N. Drug 1: CC1OCC2C(O1)C(C(C(O2)OC3C4COC(=O)C4C(C5=CC6=C(C=C35)OCO6)C7=CC(=C(C(=C7)OC)O)OC)O)O. Cell line: COLO 205. Synergy scores: CSS=65.7, Synergy_ZIP=-0.567, Synergy_Bliss=-1.60, Synergy_Loewe=3.35, Synergy_HSA=5.21.